From a dataset of Forward reaction prediction with 1.9M reactions from USPTO patents (1976-2016). Predict the product of the given reaction. (1) The product is: [CH3:12][O:11][N:10]([CH2:13][C:14]1[CH:15]=[CH:16][C:17]([C:18](=[O:19])[NH:20][CH3:21])=[CH:22][CH:23]=1)[C:8]([C:7]1[CH2:26][N:28]([CH2:29][CH2:30][N:31]2[CH2:36][CH2:35][O:34][CH2:33][CH2:32]2)[C:4](=[O:24])[C:5]=1[OH:6])=[O:9]. Given the reactants CC1(C)[O:6][C:5](=[CH:7][C:8]([N:10]([CH2:13][C:14]2[CH:23]=[CH:22][C:17]([C:18]([NH:20][CH3:21])=[O:19])=[CH:16][CH:15]=2)[O:11][CH3:12])=[O:9])[C:4](=[O:24])O1.[CH2:26]=O.[NH2:28][CH2:29][CH2:30][N:31]1[CH2:36][CH2:35][O:34][CH2:33][CH2:32]1, predict the reaction product. (2) Given the reactants [CH3:1][O:2][C:3]1[CH:8]=[CH:7][CH:6]=[CH:5][C:4]=1[C:9]1[NH:10][C:11]2[C:16]([CH:17]=1)=[CH:15][C:14]([C:18]1[C:23]([CH3:25])([CH3:24])[CH2:22][N:21]([CH2:26][CH2:27][N:28](C)[C:29](=O)OC(C)(C)C)[CH2:20][CH:19]=1)=[CH:13][CH:12]=2.C(O)(C(F)(F)F)=O, predict the reaction product. The product is: [CH3:1][O:2][C:3]1[CH:8]=[CH:7][CH:6]=[CH:5][C:4]=1[C:9]1[NH:10][C:11]2[C:16]([CH:17]=1)=[CH:15][C:14]([CH:18]1[CH2:19][CH2:20][N:21]([CH2:26][CH2:27][NH:28][CH3:29])[CH2:22][C:23]1([CH3:25])[CH3:24])=[CH:13][CH:12]=2.